Dataset: Forward reaction prediction with 1.9M reactions from USPTO patents (1976-2016). Task: Predict the product of the given reaction. (1) Given the reactants [NH2:1][C:2]1[CH:7]=[CH:6][C:5]([Br:8])=[CH:4][C:3]=1[C:9]([C:11]1[CH:16]=[CH:15][C:14]([S:17]([CH3:20])(=[O:19])=[O:18])=[CH:13][CH:12]=1)=O.[F:21][C:22]([F:30])([F:29])[C:23](=[O:28])[CH2:24][C:25](=O)[CH3:26].C(O)(C)C, predict the reaction product. The product is: [Br:8][C:5]1[CH:4]=[C:3]2[C:2](=[CH:7][CH:6]=1)[N:1]=[C:25]([CH3:26])[C:24]([C:23](=[O:28])[C:22]([F:30])([F:29])[F:21])=[C:9]2[C:11]1[CH:16]=[CH:15][C:14]([S:17]([CH3:20])(=[O:19])=[O:18])=[CH:13][CH:12]=1. (2) The product is: [CH2:26]([N:11]([S:8]([C:5]1[CH:6]=[CH:7][C:2]([F:1])=[CH:3][CH:4]=1)(=[O:10])=[O:9])[C:12]1([C:15]([O:17][CH3:18])=[O:16])[CH2:14][CH2:13]1)[CH3:27]. Given the reactants [F:1][C:2]1[CH:7]=[CH:6][C:5]([S:8]([NH:11][C:12]2([C:15]([O:17][CH3:18])=[O:16])[CH2:14][CH2:13]2)(=[O:10])=[O:9])=[CH:4][CH:3]=1.C([O-])([O-])=O.[K+].[K+].I[CH2:26][CH3:27], predict the reaction product. (3) Given the reactants C(OC([NH:8][CH:9]1[CH2:15][CH2:14][C:13]2[CH:16]=[CH:17][CH:18]=[CH:19][C:12]=2[CH2:11][C:10]1=[O:20])=O)(C)(C)C.[ClH:21], predict the reaction product. The product is: [ClH:21].[NH2:8][CH:9]1[CH2:15][CH2:14][C:13]2[CH:16]=[CH:17][CH:18]=[CH:19][C:12]=2[CH2:11][C:10]1=[O:20]. (4) Given the reactants [F:1][C:2]1[CH:3]=[C:4]([CH:7]=[CH:8][C:9]=1[N:10]1[CH:14]=[C:13]([CH3:15])[N:12]=[CH:11]1)[CH:5]=O.[Cl:16][CH2:17][CH2:18][CH2:19][CH:20](P(OCC)(OCC)=O)[C:21]([O:23][C:24]([CH3:27])([CH3:26])[CH3:25])=[O:22].O.[OH-].[Li+].O.C(=O)(O)[O-].[Na+], predict the reaction product. The product is: [Cl:16][CH2:17][CH2:18][CH2:19]/[C:20](=[CH:5]\[C:4]1[CH:7]=[CH:8][C:9]([N:10]2[CH:14]=[C:13]([CH3:15])[N:12]=[CH:11]2)=[C:2]([F:1])[CH:3]=1)/[C:21]([O:23][C:24]([CH3:27])([CH3:26])[CH3:25])=[O:22]. (5) Given the reactants F[C:2]1[CH:7]=[CH:6][C:5]([N+:8]([O-:10])=[O:9])=[CH:4][CH:3]=1.[F:11][C:12]1[CH:17]=[C:16]([F:18])[CH:15]=[CH:14][C:13]=1[OH:19], predict the reaction product. The product is: [F:11][C:12]1[CH:17]=[C:16]([F:18])[CH:15]=[CH:14][C:13]=1[O:19][C:2]1[CH:7]=[CH:6][C:5]([N+:8]([O-:10])=[O:9])=[CH:4][CH:3]=1. (6) Given the reactants CON(C)[C:4](=[O:12])[C:5]1[CH:10]=[CH:9][CH:8]=[C:7]([CH3:11])[CH:6]=1.[CH:14]1([Mg]Br)[CH2:16][CH2:15]1, predict the reaction product. The product is: [CH:14]1([C:4]([C:5]2[CH:6]=[C:7]([CH3:11])[CH:8]=[CH:9][CH:10]=2)=[O:12])[CH2:16][CH2:15]1. (7) Given the reactants [CH3:1][O:2][CH2:3][CH2:4][NH2:5].[S:6](F)(=[O:15])([C:8]1[CH:13]=[CH:12][C:11]([NH2:14])=[CH:10][CH:9]=1)=[O:7].C(N(CC)CC)C, predict the reaction product. The product is: [CH3:1][O:2][CH2:3][CH2:4][NH:5][S:6]([C:8]1[CH:13]=[CH:12][C:11]([NH2:14])=[CH:10][CH:9]=1)(=[O:15])=[O:7]. (8) Given the reactants [Cl:1][C:2]1[CH:7]=[CH:6][C:5]([CH:8]([C:10](=O)[CH2:11][CH3:12])[CH3:9])=[CH:4][C:3]=1[O:14][CH2:15][CH2:16][O:17][CH3:18].C([O-])(=O)C.[NH4+].[BH3-]C#[N:26].[Na+].[OH-].[Na+], predict the reaction product. The product is: [Cl:1][C:2]1[CH:7]=[CH:6][C:5]([CH:8]([CH:10]([NH2:26])[CH2:11][CH3:12])[CH3:9])=[CH:4][C:3]=1[O:14][CH2:15][CH2:16][O:17][CH3:18]. (9) Given the reactants [CH2:1]([C:8]1[CH:9]=[CH:10][C:11]2[O:15][C:14]([C:16]3[CH:23]=[CH:22][C:19]([CH:20]=O)=[CH:18][C:17]=3[F:24])=[CH:13][C:12]=2[CH:25]=1)[C:2]1[CH:7]=[CH:6][CH:5]=[CH:4][CH:3]=1.[OH:26][C:27]1([C:31]([O:33][CH3:34])=[O:32])[CH2:30][NH:29][CH2:28]1, predict the reaction product. The product is: [CH2:1]([C:8]1[CH:9]=[CH:10][C:11]2[O:15][C:14]([C:16]3[CH:23]=[CH:22][C:19]([CH2:20][N:29]4[CH2:30][C:27]([OH:26])([C:31]([O:33][CH3:34])=[O:32])[CH2:28]4)=[CH:18][C:17]=3[F:24])=[CH:13][C:12]=2[CH:25]=1)[C:2]1[CH:3]=[CH:4][CH:5]=[CH:6][CH:7]=1.